Task: Predict which catalyst facilitates the given reaction.. Dataset: Catalyst prediction with 721,799 reactions and 888 catalyst types from USPTO (1) Reactant: [CH2:1]1[O:20][C:19]2[CH:18]=[CH:17][C:5]([C:6]([C:8]3[CH:16]=[CH:15][CH:14]=[CH:13][C:9]=3C(O)=O)=O)=[CH:4][C:3]=2O1.BrC1C=CC=C[C:23]=1[C:24]([OH:26])=[O:25].C([Li])CCC.[C:36](Cl)(=O)[C:37]1[CH:45]=[CH:44][C:43]2[O:42][CH2:41][O:40][C:39]=2[CH:38]=1. Product: [CH3:1][O:20][C:19]1[CH:3]=[CH:4][C:5]([CH:6]2[C:8]3[C:9](=[CH:13][CH:14]=[CH:15][CH:16]=3)[CH:36]([C:37]3[CH:45]=[CH:44][C:43]4[O:42][CH2:41][O:40][C:39]=4[CH:38]=3)[CH:23]2[C:24]([OH:26])=[O:25])=[CH:17][CH:18]=1. The catalyst class is: 1. (2) Reactant: [Cl:1][O-].[Na+].[OH:4][C:5]1[CH:10]=[C:9]([C:11]([OH:13])=[O:12])[N:8]=[C:7]([C:14]2[CH:19]=[CH:18][CH:17]=[CH:16][N:15]=2)[N:6]=1.Cl.S(S([O-])=O)([O-])(=O)=O.[Na+].[Na+].[OH-].[Na+]. Product: [Cl:1][C:10]1[C:5]([OH:4])=[N:6][C:7]([C:14]2[CH:19]=[CH:18][CH:17]=[CH:16][N:15]=2)=[N:8][C:9]=1[C:11]([OH:13])=[O:12]. The catalyst class is: 6. (3) Reactant: [N:1]1[C:2]([C:10](O)=[O:11])=[CH:3][N:4]2[CH2:9][CH2:8][CH2:7][CH2:6][C:5]=12.CO. Product: [N:1]1[C:2]([CH2:10][OH:11])=[CH:3][N:4]2[CH2:9][CH2:8][CH2:7][CH2:6][C:5]=12. The catalyst class is: 1. (4) Reactant: [CH3:1][C:2]1[C:11]([F:12])=[C:10]([S:13]([CH3:16])(=[O:15])=[O:14])[CH:9]=[CH:8][C:3]=1[C:4]([O:6][CH3:7])=[O:5].[Br:17]N1C(=O)CCC1=O.C(OOC(=O)C1C=CC=CC=1)(=O)C1C=CC=CC=1.C1C(=O)N(Br)C(=O)C1.C(OOC(=O)C1C=CC=CC=1)(=O)C1C=CC=CC=1. Product: [CH3:16][S:13]([C:10]1[CH:9]=[CH:8][C:3]([C:4]([O:6][CH3:7])=[O:5])=[C:2]([CH2:1][Br:17])[C:11]=1[F:12])(=[O:14])=[O:15]. The catalyst class is: 53.